Dataset: Forward reaction prediction with 1.9M reactions from USPTO patents (1976-2016). Task: Predict the product of the given reaction. (1) Given the reactants C([Li])CCC.[C:6]1([OH:17])[C:15]([F:16])=[C:13]([F:14])[C:11]([F:12])=[C:9]([F:10])[C:7]=1[F:8].Cl[Si:19]([CH3:22])([CH3:21])[CH3:20], predict the reaction product. The product is: [C:6]1([O:17][Si:19]([CH3:22])([CH3:21])[CH3:20])[C:7]([F:8])=[C:9]([F:10])[C:11]([F:12])=[C:13]([F:14])[C:15]=1[F:16]. (2) Given the reactants [F:1][C:2]([F:21])([F:20])[C:3]1[CH:8]=[CH:7][C:6]([C:9]2[CH:10]=[C:11](C#N)[C:12]3[N:13]([CH:15]=[CH:16][N:17]=3)[CH:14]=2)=[CH:5][CH:4]=1.[I:22]Cl, predict the reaction product. The product is: [I:22][C:15]1[N:13]2[CH:14]=[C:9]([C:6]3[CH:7]=[CH:8][C:3]([C:2]([F:21])([F:20])[F:1])=[CH:4][CH:5]=3)[CH:10]=[CH:11][C:12]2=[N:17][CH:16]=1.